The task is: Predict which catalyst facilitates the given reaction.. This data is from Catalyst prediction with 721,799 reactions and 888 catalyst types from USPTO. (1) Reactant: [H-].[Na+].CN(C)C=O.[CH:8]1[C:20]2[NH:19][C:18]3[C:13](=[CH:14][CH:15]=[CH:16][CH:17]=3)[C:12]=2[CH:11]=[CH:10][CH:9]=1.Cl[C:22]1[CH:27]=[C:26]([C:28]2[CH:33]=[CH:32][CH:31]=[CH:30][CH:29]=2)[N:25]=[CH:24][N:23]=1. Product: [CH:17]1[C:18]2[N:19]([C:22]3[CH:27]=[C:26]([C:28]4[CH:33]=[CH:32][CH:31]=[CH:30][CH:29]=4)[N:25]=[CH:24][N:23]=3)[C:20]3[C:12](=[CH:11][CH:10]=[CH:9][CH:8]=3)[C:13]=2[CH:14]=[CH:15][CH:16]=1. The catalyst class is: 6. (2) The catalyst class is: 3. Product: [Cl:1][C:2]1[CH:3]=[CH:4][C:5]([CH2:6][N:7]2[CH2:8][CH2:9][CH:10]([NH:13][CH2:24][CH2:25][CH2:26][OH:27])[CH2:11][CH2:12]2)=[CH:14][CH:15]=1. Reactant: [Cl:1][C:2]1[CH:15]=[CH:14][C:5]([CH2:6][N:7]2[CH2:12][CH2:11][CH:10]([NH2:13])[CH2:9][CH2:8]2)=[CH:4][CH:3]=1.CCN(CC)CC.Br[CH2:24][CH2:25][CH2:26][OH:27]. (3) The catalyst class is: 10. Product: [N+:8]([C:5]1[N:6]=[CH:7][C:2]([N:11]2[CH2:16][CH2:15][NH:14][CH2:13][CH2:12]2)=[CH:3][CH:4]=1)([O-:10])=[O:9]. Reactant: Br[C:2]1[CH:3]=[CH:4][C:5]([N+:8]([O-:10])=[O:9])=[N:6][CH:7]=1.[NH:11]1[CH2:16][CH2:15][NH:14][CH2:13][CH2:12]1. (4) Reactant: [CH3:1][C:2]12[CH2:17][CH:6]([N:7]([C:10]([O:12][C:13]([CH3:16])([CH3:15])[CH3:14])=[O:11])[C:8]1=[O:9])[CH:5]=[CH:4][CH2:3]2.IC1C2CC(C)(C(=O)N2[C:27](OC(C)(C)C)=[O:28])CC=1.C(=O)([O-])[O-].[Cs+].[Cs+]. Product: [C:13]([O:12][C:10]([NH:7][CH:6]1[CH2:17][C:2]([CH3:1])([C:8]([O:28][CH3:27])=[O:9])[CH2:3][CH:4]=[CH:5]1)=[O:11])([CH3:16])([CH3:15])[CH3:14]. The catalyst class is: 5. (5) The catalyst class is: 11. Product: [CH2:1]1[C:9]2[C:4](=[CH:5][CH:6]=[CH:7][CH:8]=2)[CH:3]=[CH:2]1. Reactant: [CH:1]1(O)[C:9]2[C:4](=[CH:5][CH:6]=[CH:7][CH:8]=2)[CH2:3][CH2:2]1.O.C1(C)C=CC(S(O)(=O)=O)=CC=1. (6) Reactant: FC(F)(F)C(OC(=O)C(F)(F)F)=O.N1C=CC=CC=1.O[C:21]1([C:54]([F:57])([F:56])[F:55])[C:26]2[CH:27]=[CH:28][C:29]([OH:31])=[CH:30][C:25]=2[O:24][CH:23]([C:32]2[CH:37]=[CH:36][C:35]([O:38][CH2:39][CH2:40][N:41]3[CH2:46][CH2:45][CH2:44][CH2:43][CH2:42]3)=[CH:34][CH:33]=2)[CH:22]1[C:47]1[CH:52]=[CH:51][C:50]([OH:53])=[CH:49][CH:48]=1.C(=O)([O-])[O-].[Na+].[Na+]. Product: [OH:31][C:29]1[CH:28]=[CH:27][C:26]2[C:21]([C:54]([F:57])([F:56])[F:55])=[C:22]([C:47]3[CH:52]=[CH:51][C:50]([OH:53])=[CH:49][CH:48]=3)[CH:23]([C:32]3[CH:33]=[CH:34][C:35]([O:38][CH2:39][CH2:40][N:41]4[CH2:42][CH2:43][CH2:44][CH2:45][CH2:46]4)=[CH:36][CH:37]=3)[O:24][C:25]=2[CH:30]=1. The catalyst class is: 56. (7) Product: [CH3:2][C:3]([C:7]1[N:11]=[CH:10][N:9]([CH2:12][C:18]([CH2:17][CH2:16][C:15]([F:14])([F:23])[F:24])([C:19]#[N:20])[C:21]#[N:22])[N:8]=1)([CH3:6])[CH2:4][CH3:5]. Reactant: Cl.[CH3:2][C:3]([C:7]1[N:11]=[CH:10][N:9]([CH2:12]Cl)[N:8]=1)([CH3:6])[CH2:4][CH3:5].[F:14][C:15]([F:24])([F:23])[CH2:16][CH2:17][CH:18]([C:21]#[N:22])[C:19]#[N:20].C(=O)([O-])[O-].[K+].[K+].O. The catalyst class is: 9. (8) Reactant: [CH3:1][C:2]1[CH:7]=[CH:6][N:5]=[C:4]([N:8]2[C:16](=[O:17])[C:15]3[C:10](=[CH:11][CH:12]=[CH:13][CH:14]=3)[C:9]2=[O:18])[CH:3]=1.[Cl:19]N1C(=O)CCC1=O.C(OOC(=O)C1C=CC=CC=1)(=O)C1C=CC=CC=1. Product: [Cl:19][CH2:1][C:2]1[CH:7]=[CH:6][N:5]=[C:4]([N:8]2[C:9](=[O:18])[C:10]3[C:15](=[CH:14][CH:13]=[CH:12][CH:11]=3)[C:16]2=[O:17])[CH:3]=1. The catalyst class is: 53. (9) Reactant: [OH:1][C:2]1[C:3]([C:23]([O:25]C)=O)=[N:4][C:5]([N:12]([CH3:22])[S:13]([C:16]2[N:17]=[CH:18][N:19]([CH3:21])[CH:20]=2)(=[O:15])=[O:14])=[C:6]2[C:11]=1[N:10]=[CH:9][CH:8]=[CH:7]2.[F:27][C:28]1[CH:33]=[CH:32][C:31]([CH2:34][NH2:35])=[C:30]([S:36][CH3:37])[CH:29]=1. Product: [F:27][C:28]1[CH:33]=[CH:32][C:31]([CH2:34][NH:35][C:23]([C:3]2[C:2]([OH:1])=[C:11]3[C:6]([CH:7]=[CH:8][CH:9]=[N:10]3)=[C:5]([N:12]([CH3:22])[S:13]([C:16]3[N:17]=[CH:18][N:19]([CH3:21])[CH:20]=3)(=[O:14])=[O:15])[N:4]=2)=[O:25])=[C:30]([S:36][CH3:37])[CH:29]=1. The catalyst class is: 11.